Dataset: Peptide-MHC class I binding affinity with 185,985 pairs from IEDB/IMGT. Task: Regression. Given a peptide amino acid sequence and an MHC pseudo amino acid sequence, predict their binding affinity value. This is MHC class I binding data. (1) The peptide sequence is ILTYNKTSK. The MHC is HLA-A02:02 with pseudo-sequence HLA-A02:02. The binding affinity (normalized) is 0. (2) The peptide sequence is SLTTIGTIA. The MHC is HLA-A02:03 with pseudo-sequence HLA-A02:03. The binding affinity (normalized) is 0.879. (3) The peptide sequence is YLYNKYSFK. The MHC is HLA-A03:01 with pseudo-sequence HLA-A03:01. The binding affinity (normalized) is 0.781. (4) The peptide sequence is AYMLFTKFFY. The MHC is HLA-A01:01 with pseudo-sequence HLA-A01:01. The binding affinity (normalized) is 0.412. (5) The peptide sequence is FIRDCSVAL. The MHC is HLA-A11:01 with pseudo-sequence HLA-A11:01. The binding affinity (normalized) is 0.0847. (6) The peptide sequence is VFHLYLQYIR. The MHC is HLA-A11:01 with pseudo-sequence HLA-A11:01. The binding affinity (normalized) is 0.349. (7) The peptide sequence is TTTLEETKF. The MHC is HLA-B08:01 with pseudo-sequence HLA-B08:01. The binding affinity (normalized) is 0.0847.